From a dataset of Reaction yield outcomes from USPTO patents with 853,638 reactions. Predict the reaction yield, written as a fraction of the theoretical maximum amount of product (1.0 means a 100% yield; for example, 0.34 means a 34% yield). (1) The reactants are [N:1]([CH:4]([C:8]1[N:9]([CH2:19][C:20]2[CH:25]=[CH:24][CH:23]=[CH:22][CH:21]=2)[C:10](=[O:18])[C:11]2[C:16]([CH3:17])=[N:15][O:14][C:12]=2[N:13]=1)[CH:5]([CH3:7])[CH3:6])=[N+]=[N-].C1(P(C2C=CC=CC=2)C2C=CC=CC=2)C=CC=CC=1.O. The catalyst is C1COCC1. The product is [NH2:1][CH:4]([C:8]1[N:9]([CH2:19][C:20]2[CH:21]=[CH:22][CH:23]=[CH:24][CH:25]=2)[C:10](=[O:18])[C:11]2[C:16]([CH3:17])=[N:15][O:14][C:12]=2[N:13]=1)[CH:5]([CH3:7])[CH3:6]. The yield is 0.680. (2) The reactants are [NH2:1][C:2]1[C:11]2[C:6](=[C:7](Br)[CH:8]=[CH:9][CH:10]=2)[N:5]=[N:4][C:3]=1[C:13]([NH:15][CH2:16][CH2:17][CH3:18])=[O:14].[F:19][C:20]1[CH:25]=[CH:24][C:23]([CH3:26])=[CH:22][C:21]=1B(O)O. No catalyst specified. The product is [NH2:1][C:2]1[C:11]2[C:6](=[C:7]([C:21]3[CH:22]=[C:23]([CH3:26])[CH:24]=[CH:25][C:20]=3[F:19])[CH:8]=[CH:9][CH:10]=2)[N:5]=[N:4][C:3]=1[C:13]([NH:15][CH2:16][CH2:17][CH3:18])=[O:14]. The yield is 0.770.